From a dataset of Full USPTO retrosynthesis dataset with 1.9M reactions from patents (1976-2016). Predict the reactants needed to synthesize the given product. (1) The reactants are: [CH2:1]([N:8]1[CH:12]=[C:11]([CH2:13][OH:14])[C:10]([O:15][CH2:16][C:17]2[CH:22]=[CH:21][C:20]([O:23][CH2:24][C:25]3[N:26]=[C:27]([C:31]4[O:32][CH:33]=[CH:34][CH:35]=4)[O:28][C:29]=3[CH3:30])=[C:19]([O:36][CH3:37])[CH:18]=2)=[N:9]1)[C:2]1[CH:7]=[CH:6][CH:5]=[CH:4][CH:3]=1. Given the product [CH2:1]([N:8]1[CH:12]=[C:11]([CH:13]=[O:14])[C:10]([O:15][CH2:16][C:17]2[CH:22]=[CH:21][C:20]([O:23][CH2:24][C:25]3[N:26]=[C:27]([C:31]4[O:32][CH:33]=[CH:34][CH:35]=4)[O:28][C:29]=3[CH3:30])=[C:19]([O:36][CH3:37])[CH:18]=2)=[N:9]1)[C:2]1[CH:3]=[CH:4][CH:5]=[CH:6][CH:7]=1, predict the reactants needed to synthesize it. (2) Given the product [F:7][C:8]([F:16])([F:15])[C:9]([O:13][CH3:14])=[CH:10][C:11](=[N:2][OH:3])[NH2:12], predict the reactants needed to synthesize it. The reactants are: Cl.[NH2:2][OH:3].C[O-].[Na+].[F:7][C:8]([F:16])([F:15])[C:9]([O:13][CH3:14])=[CH:10][C:11]#[N:12]. (3) Given the product [CH3:1][CH:2]([CH3:34])[CH2:3][CH:4]([NH:12][C:13]([C:15]1[CH:20]=[C:19]([CH2:21][O:22][C:23]2[CH:24]=[CH:25][CH:26]=[CH:27][CH:28]=2)[CH:18]=[CH:17][C:16]=1[CH2:29][CH2:30][CH2:31][OH:32])=[O:14])[C:5]1[CH:6]=[CH:7][C:8]([F:11])=[CH:9][CH:10]=1, predict the reactants needed to synthesize it. The reactants are: [CH3:1][CH:2]([CH3:34])[CH2:3][CH:4]([NH:12][C:13]([C:15]1[CH:20]=[C:19]([CH2:21][O:22][C:23]2[CH:28]=[CH:27][CH:26]=[CH:25][CH:24]=2)[CH:18]=[CH:17][C:16]=1[CH2:29][CH2:30][C:31](O)=[O:32])=[O:14])[C:5]1[CH:10]=[CH:9][C:8]([F:11])=[CH:7][CH:6]=1.B#B.O. (4) Given the product [CH:1]1([C:4]2[CH:40]=[CH:39][C:7]([CH2:8][O:9][C:10]3[CH:15]=[CH:14][C:13]([CH:16]4[CH2:17][N:18]([C:20]([C:22]5[CH:27]=[C:26]([O:28][CH2:29][C@H:30]([OH:31])[CH2:34][OH:33])[CH:25]=[CH:24][N:23]=5)=[O:21])[CH2:19]4)=[CH:12][C:11]=3[O:37][CH3:38])=[CH:6][CH:5]=2)[CH2:2][CH2:3]1, predict the reactants needed to synthesize it. The reactants are: [CH:1]1([C:4]2[CH:40]=[CH:39][C:7]([CH2:8][O:9][C:10]3[CH:15]=[CH:14][C:13]([CH:16]4[CH2:19][N:18]([C:20]([C:22]5[CH:27]=[C:26]([O:28][CH2:29][C@H:30]6[CH2:34][O:33]C(C)(C)[O:31]6)[CH:25]=[CH:24][N:23]=5)=[O:21])[CH2:17]4)=[CH:12][C:11]=3[O:37][CH3:38])=[CH:6][CH:5]=2)[CH2:3][CH2:2]1.Cl.[OH-].[Na+]. (5) The reactants are: [OH:1][C:2]1[CH:11]=[C:10]2[C:5]([C:6](OC3C=C4C(=CC=3)NC=C4C)=[N:7][CH:8]=[N:9]2)=[CH:4][C:3]=1OC.C(=O)([O-])[O-].[K+].[K+].Cl[CH2:32][CH2:33][CH2:34][N:35]1[CH2:40][CH2:39][O:38][CH2:37][CH2:36]1. Given the product [O:38]1[CH2:39][CH2:40][N:35]([CH2:34][CH2:33][CH2:32][O:1][C:2]2[CH:11]=[C:10]3[C:5]([CH:6]=[N:7][CH:8]=[N:9]3)=[CH:4][CH:3]=2)[CH2:36][CH2:37]1, predict the reactants needed to synthesize it. (6) Given the product [F:23][C:22]([F:25])([F:24])[C:19]1[CH:2]=[CH:3][C:4]([NH:5][C:6]([C:7]2[CH:13]=[CH:12][NH:11][N:8]=2)=[O:14])=[N:17][CH:18]=1, predict the reactants needed to synthesize it. The reactants are: N1[N:5]2[C:6](=[O:14])[C:7]3[N:8]([N:11]=[CH:12][CH:13]=3)C(=O)[C:4]2=[CH:3][CH:2]=1.NC1C=C[C:19]([C:22]([F:25])([F:24])[F:23])=[CH:18][N:17]=1.Cl. (7) Given the product [CH2:1]([O:8][C:9](=[O:49])[NH:10][C@@H:11]1[C:14](=[O:15])[N:13]([CH2:16][C:17]2[CH:22]=[CH:21][C:20]([O:23][CH3:24])=[CH:19][C:18]=2[O:25][CH3:26])[C@@H:12]1[CH2:27][N:28]1[N:29]=[C:30]2[CH2:35][N:36]([S:37]([C:40]3[CH:45]=[CH:44][CH:43]=[CH:42][C:41]=3[N+:46]([O-:48])=[O:47])(=[O:39])=[O:38])[CH2:33][C:31]2=[N:32]1)[C:2]1[CH:7]=[CH:6][CH:5]=[CH:4][CH:3]=1, predict the reactants needed to synthesize it. The reactants are: [CH2:1]([O:8][C:9](=[O:49])[NH:10][C@@H:11]1[C:14](=[O:15])[N:13]([CH2:16][C:17]2[CH:22]=[CH:21][C:20]([O:23][CH3:24])=[CH:19][C:18]=2[O:25][CH3:26])[C@@H:12]1[CH2:27][N:28]1[N:32]=[C:31]([CH2:33]O)[C:30]([CH2:35][NH:36][S:37]([C:40]2[CH:45]=[CH:44][CH:43]=[CH:42][C:41]=2[N+:46]([O-:48])=[O:47])(=[O:39])=[O:38])=[N:29]1)[C:2]1[CH:7]=[CH:6][CH:5]=[CH:4][CH:3]=1.C1(P(C2C=CC=CC=2)C2C=CC=CC=2)C=CC=CC=1.CC(OC(/N=N/C(OC(C)C)=O)=O)C.